This data is from Full USPTO retrosynthesis dataset with 1.9M reactions from patents (1976-2016). The task is: Predict the reactants needed to synthesize the given product. (1) Given the product [Cl:8][C:6]1[N:5]=[C:4]([C:9]2[CH:14]=[CH:13][CH:12]=[CH:11][CH:10]=2)[N:3]=[C:2]([N:19]2[CH2:20][CH2:21][CH:16]([OH:15])[CH2:17][CH2:18]2)[CH:7]=1, predict the reactants needed to synthesize it. The reactants are: Cl[C:2]1[CH:7]=[C:6]([Cl:8])[N:5]=[C:4]([C:9]2[CH:14]=[CH:13][CH:12]=[CH:11][CH:10]=2)[N:3]=1.[OH:15][CH:16]1[CH2:21][CH2:20][NH:19][CH2:18][CH2:17]1.O. (2) Given the product [Br:1][C:2]1[CH:11]=[C:10]2[C:5]([CH:6]=[C:7]([O:17][CH2:28][CH2:27][CH2:26][NH:25][C:23]([O:22][C:18]([CH3:19])([CH3:21])[CH3:20])=[O:24])[C:8]([C:12]([O:14][CH2:15][CH3:16])=[O:13])=[CH:9]2)=[CH:4][CH:3]=1, predict the reactants needed to synthesize it. The reactants are: [Br:1][C:2]1[CH:11]=[C:10]2[C:5]([CH:6]=[C:7]([OH:17])[C:8]([C:12]([O:14][CH2:15][CH3:16])=[O:13])=[CH:9]2)=[CH:4][CH:3]=1.[C:18]([O:22][C:23]([NH:25][CH2:26][CH2:27][CH2:28]Cl)=[O:24])([CH3:21])([CH3:20])[CH3:19].C(=O)([O-])[O-].[K+].[K+].[I-].[K+]. (3) Given the product [NH:34]1[CH:38]=[CH:37][N:36]=[C:35]1[NH:39][C:40]([N:13]1[CH2:14][CH2:15][CH:10]([N:9]([CH2:8][C:5]2[C:4]([CH3:33])=[CH:3][C:2]([Cl:1])=[CH:7][N:6]=2)[CH2:16][C:17]2[C:22]([C:23]([C:26]3[CH:31]=[CH:30][C:29]([F:32])=[CH:28][CH:27]=3)([CH3:25])[CH3:24])=[CH:21][CH:20]=[CH:19][N:18]=2)[CH2:11][CH2:12]1)=[O:41], predict the reactants needed to synthesize it. The reactants are: [Cl:1][C:2]1[CH:3]=[C:4]([CH3:33])[C:5]([CH2:8][N:9]([CH2:16][C:17]2[C:22]([C:23]([C:26]3[CH:31]=[CH:30][C:29]([F:32])=[CH:28][CH:27]=3)([CH3:25])[CH3:24])=[CH:21][CH:20]=[CH:19][N:18]=2)[CH:10]2[CH2:15][CH2:14][NH:13][CH2:12][CH2:11]2)=[N:6][CH:7]=1.[NH:34]1[CH:38]=[CH:37][N:36]=[C:35]1[NH:39][C:40](N1C=CN=C1)=[O:41].CCN(C(C)C)C(C)C. (4) Given the product [CH3:1][O:2][C:3]1[C:8]([C:9]2[CH2:13][CH2:12][CH2:11][C:10]=2[CH2:14][OH:15])=[CH:7][CH:6]=[CH:5][N:4]=1, predict the reactants needed to synthesize it. The reactants are: [CH3:1][O:2][C:3]1[C:8]([C:9]2[CH2:13][CH2:12][CH2:11][C:10]=2[C:14](OCC)=[O:15])=[CH:7][CH:6]=[CH:5][N:4]=1.[H-].[H-].[H-].[H-].[Li+].[Al+3].